The task is: Predict the product of the given reaction.. This data is from Forward reaction prediction with 1.9M reactions from USPTO patents (1976-2016). (1) Given the reactants [CH3:1][C:2]1([CH2:18][C:19]([O:21][CH3:22])=[O:20])[C:10]2[C:5](=[CH:6][CH:7]=[CH:8][CH:9]=2)[N:4]([CH:11]2[CH2:16][CH2:15][NH:14][CH2:13][CH2:12]2)[C:3]1=[O:17].[CH:23](=O)[C:24]1[CH:29]=[CH:28][CH:27]=[CH:26][CH:25]=1.C(O[BH-](OC(=O)C)OC(=O)C)(=O)C.[Na+], predict the reaction product. The product is: [CH2:23]([N:14]1[CH2:13][CH2:12][CH:11]([N:4]2[C:5]3[C:10](=[CH:9][CH:8]=[CH:7][CH:6]=3)[C:2]([CH2:18][C:19]([O:21][CH3:22])=[O:20])([CH3:1])[C:3]2=[O:17])[CH2:16][CH2:15]1)[C:24]1[CH:29]=[CH:28][CH:27]=[CH:26][CH:25]=1. (2) Given the reactants [Cl:1][C:2]1[CH:3]=[C:4]([N:22]2[C:27](=[O:28])[NH:26][C:25](=[O:29])[CH:24]=[N:23]2)[CH:5]=[CH:6][C:7]=1[C:8](Cl)([C:14]1[CH:19]=[CH:18][C:17]([Cl:20])=[CH:16][CH:15]=1)[C:9]1[S:10][CH:11]=[CH:12][N:13]=1.[NH4+:30].[OH-].Cl, predict the reaction product. The product is: [Cl:1][C:2]1[CH:3]=[C:4]([N:22]2[C:27](=[O:28])[NH:26][C:25](=[O:29])[CH:24]=[N:23]2)[CH:5]=[CH:6][C:7]=1[C:8]([NH2:30])([C:14]1[CH:19]=[CH:18][C:17]([Cl:20])=[CH:16][CH:15]=1)[C:9]1[S:10][CH:11]=[CH:12][N:13]=1. (3) Given the reactants C(O)(=O)C.O=[CH:6][CH2:7][CH2:8][NH:9][C:10](=[O:16])[O:11][C:12]([CH3:15])([CH3:14])[CH3:13].[NH2:17][C@:18]12[CH2:53][CH2:52][C@@H:51]([C:54]([CH3:56])=[CH2:55])[C@@H:19]1[C@@H:20]1[C@@:33]([CH3:36])([CH2:34][CH2:35]2)[C@@:32]2([CH3:37])[C@@H:23]([C@:24]3([CH3:50])[C@@H:29]([CH2:30][CH2:31]2)[C:28]([CH3:39])([CH3:38])[C:27]([C:40]2[CH:49]=[CH:48][C:43]([C:44]([O:46]C)=[O:45])=[CH:42][CH:41]=2)=[CH:26][CH2:25]3)[CH2:22][CH2:21]1.C(O[BH-](OC(=O)C)OC(=O)C)(=O)C.[Na+], predict the reaction product. The product is: [C:12]([O:11][C:10]([NH:9][CH2:8][CH2:7][CH2:6][NH:17][C@:18]12[CH2:53][CH2:52][C@@H:51]([C:54]([CH3:56])=[CH2:55])[C@@H:19]1[C@@H:20]1[C@@:33]([CH3:36])([CH2:34][CH2:35]2)[C@@:32]2([CH3:37])[C@@H:23]([C@:24]3([CH3:50])[C@@H:29]([CH2:30][CH2:31]2)[C:28]([CH3:39])([CH3:38])[C:27]([C:40]2[CH:41]=[CH:42][C:43]([C:44]([OH:46])=[O:45])=[CH:48][CH:49]=2)=[CH:26][CH2:25]3)[CH2:22][CH2:21]1)=[O:16])([CH3:15])([CH3:14])[CH3:13]. (4) Given the reactants Br[C:2]1[CH:3]=[C:4]([C:8]2[C:12]3[CH2:13][C:14]4[S:15][CH:16]=[CH:17][C:18]=4[C:11]=3[N:10]([CH2:19][O:20][CH2:21][CH2:22][Si:23]([CH3:26])([CH3:25])[CH3:24])[N:9]=2)[CH:5]=[CH:6][CH:7]=1.[C:27]([NH2:30])(=[O:29])[CH3:28].C([O-])([O-])=O.[Cs+].[Cs+].CC1(C)C2C(=C(P(C3C=CC=CC=3)C3C=CC=CC=3)C=CC=2)OC2C(P(C3C=CC=CC=3)C3C=CC=CC=3)=CC=CC1=2, predict the reaction product. The product is: [CH3:24][Si:23]([CH3:26])([CH3:25])[CH2:22][CH2:21][O:20][CH2:19][N:10]1[C:11]2[C:18]3[CH:17]=[CH:16][S:15][C:14]=3[CH2:13][C:12]=2[C:8]([C:4]2[CH:3]=[C:2]([NH:30][C:27](=[O:29])[CH3:28])[CH:7]=[CH:6][CH:5]=2)=[N:9]1. (5) Given the reactants I[C:2]1[CH:3]=[CH:4][C:5]([NH2:8])=[N:6][CH:7]=1.[O:9]1[CH2:14][CH:13]=[C:12](B2OC(C)(C)C(C)(C)O2)[CH2:11][CH2:10]1.C(=O)([O-])[O-].[Na+].[Na+], predict the reaction product. The product is: [O:9]1[CH2:10][CH:11]=[C:12]([C:2]2[CH:3]=[CH:4][C:5]([NH2:8])=[N:6][CH:7]=2)[CH2:13][CH2:14]1. (6) Given the reactants [C:1]([O:5][C:6](=[O:21])[NH:7][C@H:8]1[CH2:14][O:13][C:12]2[CH:15]=[CH:16][C:17]([F:19])=[CH:18][C:11]=2[NH:10][C:9]1=[O:20])([CH3:4])([CH3:3])[CH3:2].[C:22]([O-])([O-])=O.[K+].[K+].CI, predict the reaction product. The product is: [C:1]([O:5][C:6](=[O:21])[NH:7][C@H:8]1[CH2:14][O:13][C:12]2[CH:15]=[CH:16][C:17]([F:19])=[CH:18][C:11]=2[N:10]([CH3:22])[C:9]1=[O:20])([CH3:4])([CH3:2])[CH3:3]. (7) The product is: [C:12]([O:16][C:17]([N:19]1[CH2:20][CH2:21][C:22]2([CH2:28][CH2:27][C:26]([N:34]([CH3:36])[CH3:35])([C:29]3[S:30][C:31]([F:56])=[CH:32][CH:33]=3)[CH2:25][CH2:24]2)[CH2:23]1)=[O:18])([CH3:15])([CH3:14])[CH3:13]. Given the reactants C([Li])CCC.CCCCCC.[C:12]([O:16][C:17]([N:19]1[CH2:23][C:22]2([CH2:28][CH2:27][C:26]([N:34]([CH3:36])[CH3:35])([C:29]3[S:30][CH:31]=[CH:32][CH:33]=3)[CH2:25][CH2:24]2)[CH2:21][CH2:20]1)=[O:18])([CH3:15])([CH3:14])[CH3:13].C1(S(N([F:56])S(C2C=CC=CC=2)(=O)=O)(=O)=O)C=CC=CC=1.[Cl-].[NH4+], predict the reaction product. (8) Given the reactants COC1C=C(OC)C=CC=1C[N:6]([C:31]1[S:32][CH:33]=[CH:34][N:35]=1)[S:7]([C:10]1[CH:19]=[CH:18][C:17]2[C:12](=[CH:13][CH:14]=[CH:15][C:16]=2[CH:20]2[CH2:24][CH2:23][CH2:22][N:21]2[CH:25]2[CH2:30][CH2:29][O:28][CH2:27][CH2:26]2)[CH:11]=1)(=[O:9])=[O:8].[C:42]([OH:48])([C:44]([F:47])([F:46])[F:45])=[O:43], predict the reaction product. The product is: [F:45][C:44]([F:47])([F:46])[C:42]([OH:48])=[O:43].[O:28]1[CH2:29][CH2:30][CH:25]([N:21]2[CH2:22][CH2:23][CH2:24][CH:20]2[C:16]2[CH:15]=[CH:14][CH:13]=[C:12]3[C:17]=2[CH:18]=[CH:19][C:10]([S:7]([NH:6][C:31]2[S:32][CH:33]=[CH:34][N:35]=2)(=[O:8])=[O:9])=[CH:11]3)[CH2:26][CH2:27]1.